Dataset: Full USPTO retrosynthesis dataset with 1.9M reactions from patents (1976-2016). Task: Predict the reactants needed to synthesize the given product. (1) Given the product [F:25][C:2]([F:1])([F:24])[C:3]([N:5]1[CH2:14][CH2:13][C:12]2[C:7](=[CH:8][CH:9]=[C:10]([O:15][CH3:16])[CH:11]=2)[CH:6]1[C:17]1[CH:18]=[CH:19][C:20]([O:23][CH2:30][CH2:31][N:32]2[CH2:36][CH2:35][CH2:34][CH2:33]2)=[CH:21][CH:22]=1)=[O:4], predict the reactants needed to synthesize it. The reactants are: [F:1][C:2]([F:25])([F:24])[C:3]([N:5]1[CH2:14][CH2:13][C:12]2[C:7](=[CH:8][CH:9]=[C:10]([O:15][CH3:16])[CH:11]=2)[CH:6]1[C:17]1[CH:22]=[CH:21][C:20]([OH:23])=[CH:19][CH:18]=1)=[O:4].[H-].[Na+].Cl.Cl[CH2:30][CH2:31][N:32]1[CH2:36][CH2:35][CH2:34][CH2:33]1. (2) Given the product [CH2:12]([C:9]1[S:8][C:4]2[N:5]=[CH:6][N:7]=[C:2]([O:14][C@@H:15]([CH2:21][C:22]3[CH:27]=[CH:26][CH:25]=[CH:24][C:23]=3[O:28][CH3:29])[C:16]([O:18][CH2:19][CH3:20])=[O:17])[C:3]=2[C:10]=1[I:11])[CH3:13], predict the reactants needed to synthesize it. The reactants are: Cl[C:2]1[C:3]2[C:10]([I:11])=[C:9]([CH2:12][CH3:13])[S:8][C:4]=2[N:5]=[CH:6][N:7]=1.[OH:14][C@@H:15]([CH2:21][C:22]1[CH:27]=[CH:26][CH:25]=[CH:24][C:23]=1[O:28][CH3:29])[C:16]([O:18][CH2:19][CH3:20])=[O:17].C([O-])([O-])=O.[Cs+].[Cs+].Cl. (3) Given the product [F:36][C:37]([F:42])([F:41])[C:38]([OH:40])=[O:39].[OH2:5].[F:36][C:37]([F:42])([F:41])[C:38]([OH:40])=[O:39].[OH:5][NH:6][C:7]([C:9]1[CH:14]=[N:13][C:12]([NH:15][C:16](=[O:35])[C@@H:17]([C:24]2[CH:29]=[CH:28][C:27]([S:30]([CH3:33])(=[O:31])=[O:32])=[C:26]([Cl:34])[CH:25]=2)[CH2:18][CH:19]2[CH2:23][CH2:22][CH2:21][CH2:20]2)=[CH:11][N:10]=1)=[O:8], predict the reactants needed to synthesize it. The reactants are: C([O:5][NH:6][C:7]([C:9]1[CH:14]=[N:13][C:12]([NH:15][C:16](=[O:35])[C@@H:17]([C:24]2[CH:29]=[CH:28][C:27]([S:30]([CH3:33])(=[O:32])=[O:31])=[C:26]([Cl:34])[CH:25]=2)[CH2:18][CH:19]2[CH2:23][CH2:22][CH2:21][CH2:20]2)=[CH:11][N:10]=1)=[O:8])(C)(C)C.[F:36][C:37]([F:42])([F:41])[C:38]([OH:40])=[O:39]. (4) Given the product [Cl:11][C:12]1[CH:13]=[C:14]([N+:19]([O-:21])=[O:20])[CH:15]=[CH:16][C:17]=1[O:8][CH2:7][C:2]1[CH:3]=[CH:4][CH:5]=[CH:6][N:1]=1, predict the reactants needed to synthesize it. The reactants are: [N:1]1[CH:6]=[CH:5][CH:4]=[CH:3][C:2]=1[CH2:7][OH:8].[OH-].[K+].[Cl:11][C:12]1[CH:13]=[C:14]([N+:19]([O-:21])=[O:20])[CH:15]=[CH:16][C:17]=1F. (5) Given the product [N+:1]([C:4]1[C:5]([CH:14]=[O:15])=[CH:6][C:7]2[C:12]([CH:13]=1)=[CH:11][CH:10]=[CH:9][CH:8]=2)([O-:3])=[O:2], predict the reactants needed to synthesize it. The reactants are: [N+:1]([C:4]1[C:5]([CH2:14][OH:15])=[CH:6][C:7]2[C:12]([CH:13]=1)=[CH:11][CH:10]=[CH:9][CH:8]=2)([O-:3])=[O:2].[NH+]1C=CC=CC=1. (6) Given the product [Cl:20][C:17]1[CH:16]=[CH:15][C:14]([NH:13][C:10]2[CH:11]=[CH:12][C:7]([CH2:6][CH2:5][C@H:2]3[CH2:3][O:4][C:27]([NH2:26])=[N:1]3)=[CH:8][CH:9]=2)=[CH:19][CH:18]=1, predict the reactants needed to synthesize it. The reactants are: [NH2:1][C@@H:2]([CH2:5][CH2:6][C:7]1[CH:12]=[CH:11][C:10]([NH:13][C:14]2[CH:19]=[CH:18][C:17]([Cl:20])=[CH:16][CH:15]=2)=[CH:9][CH:8]=1)[CH2:3][OH:4].C([O-])(=O)C.[Na+].[N:26]#[C:27]Br.N. (7) Given the product [OH:24][CH2:21][CH2:20][N:19]([CH3:18])[S:12]([C:7]1[C:6]([CH3:8])=[CH:5][C:4]([O:9][CH3:10])=[CH:3][C:2]=1[CH3:1])(=[O:15])=[O:13], predict the reactants needed to synthesize it. The reactants are: [CH3:1][C:2]1[CH:3]=[C:4]([O:9][CH3:10])[CH:5]=[C:6]([CH3:8])[CH:7]=1.Cl[S:12]([OH:15])(=O)=[O:13].[Cl-].[Na+].[CH3:18][NH:19][CH:20](O)[CH3:21].Cl.[OH2:24]. (8) Given the product [F:20][C:2]([F:1])([F:19])[S:3]([NH:6][C:7]1[CH:18]=[CH:17][C:10]2[S:11][C:12]([C:14]([O:16][CH3:26])=[O:15])=[CH:13][C:9]=2[CH:8]=1)(=[O:5])=[O:4], predict the reactants needed to synthesize it. The reactants are: [F:1][C:2]([F:20])([F:19])[S:3]([NH:6][C:7]1[CH:18]=[CH:17][C:10]2[S:11][C:12]([C:14]([OH:16])=[O:15])=[CH:13][C:9]=2[CH:8]=1)(=[O:5])=[O:4].S(=O)(=O)(O)O.[CH3:26]O.O. (9) Given the product [CH2:20]([O:22][C:23](=[O:33])/[CH:24]=[CH:25]/[C:26]1[CH:27]=[CH:28][C:29]([NH:32][C:15]([C:9]2([NH:8][C:6]([O:5][CH2:4][CH2:3][Si:2]([CH3:1])([CH3:19])[CH3:18])=[O:7])[CH2:10][O:11][CH2:12][O:13][CH2:14]2)=[O:17])=[CH:30][CH:31]=1)[CH3:21], predict the reactants needed to synthesize it. The reactants are: [CH3:1][Si:2]([CH3:19])([CH3:18])[CH2:3][CH2:4][O:5][C:6]([NH:8][C:9]1([C:15]([OH:17])=O)[CH2:14][O:13][CH2:12][O:11][CH2:10]1)=[O:7].[CH2:20]([O:22][C:23](=[O:33])[CH:24]=[CH:25][C:26]1[CH:31]=[CH:30][C:29]([NH2:32])=[CH:28][CH:27]=1)[CH3:21].CN(C(ON1N=NC2C=CC=NC1=2)=[N+](C)C)C.F[P-](F)(F)(F)(F)F.C1C=NC2N(O)N=NC=2C=1.N1C(C)=CC(C)=CC=1C.